The task is: Predict the reaction yield, written as a fraction of the theoretical maximum amount of product (1.0 means a 100% yield; for example, 0.34 means a 34% yield).. This data is from Reaction yield outcomes from USPTO patents with 853,638 reactions. The reactants are [Cl:1][C:2]1[C:7]([CH2:8][CH2:9][CH:10]=O)=[CH:6][N:5]=[C:4]2[N:12]([S:15]([C:18]3[CH:24]=[CH:23][C:21]([CH3:22])=[CH:20][CH:19]=3)(=[O:17])=[O:16])[CH:13]=[CH:14][C:3]=12.[CH2:25]([C@H:27]1[C@@H:31]([N:32]=C=O)[CH2:30][C@@H:29]([NH:35][S:36]([CH:39]2[CH2:41][CH2:40]2)(=[O:38])=[O:37])[CH2:28]1)[CH3:26].C(O)(=O)C.C(O[BH-](OC(=O)C)OC(=O)C)(=O)C.[Na+].C([O-])(O)=O.[Na+]. The catalyst is ClCCCl.C(Cl)Cl. The product is [Cl:1][C:2]1[C:7]([CH2:8][CH2:9][CH2:10][NH:32][C@@H:31]2[C@H:27]([CH2:25][CH3:26])[CH2:28][C@H:29]([NH:35][S:36]([CH:39]3[CH2:41][CH2:40]3)(=[O:38])=[O:37])[CH2:30]2)=[CH:6][N:5]=[C:4]2[N:12]([S:15]([C:18]3[CH:24]=[CH:23][C:21]([CH3:22])=[CH:20][CH:19]=3)(=[O:17])=[O:16])[CH:13]=[CH:14][C:3]=12. The yield is 0.550.